From a dataset of Full USPTO retrosynthesis dataset with 1.9M reactions from patents (1976-2016). Predict the reactants needed to synthesize the given product. (1) Given the product [CH:27]1([CH2:30][NH:18][C:13]2[N:14]=[CH:15][C:16]3[C:11]([CH:12]=2)=[CH:10][CH:9]=[C:8]([C:6]2[CH:7]=[C:2]([F:1])[CH:3]=[CH:4][C:5]=2[CH3:19])[CH:17]=3)[CH2:29][CH2:28]1, predict the reactants needed to synthesize it. The reactants are: [F:1][C:2]1[CH:3]=[CH:4][C:5]([CH3:19])=[C:6]([C:8]2[CH:17]=[C:16]3[C:11]([CH:12]=[C:13]([NH2:18])[N:14]=[CH:15]3)=[CH:10][CH:9]=2)[CH:7]=1.CN(C)C=O.[H-].[Na+].[CH:27]1([CH2:30]Br)[CH2:29][CH2:28]1. (2) Given the product [C:1]([C:3]1[CH:23]=[C:22]([C:34]2[N:35]=[C:36]([NH:40][C:41]3[CH:46]=[CH:45][C:44]([N:47]4[CH2:52][CH2:51][CH:50]([N:53]5[CH2:54][CH2:55][O:56][CH2:57][CH2:58]5)[CH2:49][CH2:48]4)=[C:43]([O:59][CH3:60])[CH:42]=3)[N:37]=[CH:38][N:39]=2)[CH:21]=[CH:20][C:4]=1[O:5][C@H:6]1[CH2:11][CH2:10][N:9]([C:12]([O:14][C:15]([CH3:16])([CH3:17])[CH3:18])=[O:13])[CH2:8][C@H:7]1[F:19])#[N:2], predict the reactants needed to synthesize it. The reactants are: [C:1]([C:3]1[CH:23]=[C:22](B2OC(C)(C)C(C)(C)O2)[CH:21]=[CH:20][C:4]=1[O:5][C@H:6]1[CH2:11][CH2:10][N:9]([C:12]([O:14][C:15]([CH3:18])([CH3:17])[CH3:16])=[O:13])[CH2:8][C@H:7]1[F:19])#[N:2].Cl[C:34]1[N:39]=[CH:38][N:37]=[C:36]([NH:40][C:41]2[CH:46]=[CH:45][C:44]([N:47]3[CH2:52][CH2:51][CH:50]([N:53]4[CH2:58][CH2:57][O:56][CH2:55][CH2:54]4)[CH2:49][CH2:48]3)=[C:43]([O:59][CH3:60])[CH:42]=2)[N:35]=1.C(=O)([O-])[O-].[Na+].[Na+].C1(P(C2C=CC=CC=2)C2C=CC=CC=2)C=CC=CC=1. (3) Given the product [CH3:1][Si:2]([CH3:5])([CH3:4])[O:9][C:8]([CH2:10][CH3:11])=[CH:6][CH3:7], predict the reactants needed to synthesize it. The reactants are: [CH3:1][Si:2]([CH3:5])([CH3:4])Cl.[CH2:6]([C:8]([CH2:10][CH3:11])=[O:9])[CH3:7]. (4) Given the product [Cl:1][C:2]1[CH:3]=[C:4]([CH2:13][N:19]2[C:15](=[O:25])[C:16]3[C:17](=[CH:21][CH:22]=[CH:23][CH:24]=3)[C:18]2=[O:20])[CH:5]=[N:6][C:7]=1[O:8][CH2:9][CH:10]1[CH2:11][CH2:12]1, predict the reactants needed to synthesize it. The reactants are: [Cl:1][C:2]1[CH:3]=[C:4]([CH2:13]O)[CH:5]=[N:6][C:7]=1[O:8][CH2:9][CH:10]1[CH2:12][CH2:11]1.[C:15]1(=[O:25])[NH:19][C:18](=[O:20])[C:17]2=[CH:21][CH:22]=[CH:23][CH:24]=[C:16]12. (5) Given the product [Cl:9][C:10]1[CH:29]=[CH:28][C:13]([NH:14][C:15]2[C:24]3[C:19](=[CH:20][C:21]([O:27][CH2:2][CH2:3][CH:4]4[O:8][CH2:7][CH2:6][O:5]4)=[CH:22][CH:23]=3)[N:18]=[C:17]([O:32][CH3:31])[N:16]=2)=[C:12]([F:30])[CH:11]=1, predict the reactants needed to synthesize it. The reactants are: Br[CH2:2][CH2:3][CH:4]1[O:8][CH2:7][CH2:6][O:5]1.[Cl:9][C:10]1[CH:29]=[CH:28][C:13]([NH:14][C:15]2[C:24]3[C:19](=[CH:20][C:21]([OH:27])=[C:22](OC)[CH:23]=3)[N:18]=[CH:17][N:16]=2)=[C:12]([F:30])[CH:11]=1.[C:31](=O)([O-])[O-:32].[K+].[K+]. (6) Given the product [F:8][C:7]1[C:2]([O:17][CH3:16])=[CH:3][C:4]([O:12][CH2:13][O:14][CH3:15])=[C:5]([C:9](=[O:11])[CH3:10])[CH:6]=1, predict the reactants needed to synthesize it. The reactants are: F[C:2]1[C:7]([F:8])=[CH:6][C:5]([C:9](=[O:11])[CH3:10])=[C:4]([O:12][CH2:13][O:14][CH3:15])[CH:3]=1.[CH3:16][O-:17].[Na+].